Dataset: Full USPTO retrosynthesis dataset with 1.9M reactions from patents (1976-2016). Task: Predict the reactants needed to synthesize the given product. (1) The reactants are: [CH3:1][O:2][C:3]1[CH:8]=[CH:7][C:6]([N:9]2[CH2:14][CH2:13][N:12]([C:15]([C:17]3[CH:22]=[CH:21][CH:20]=[CH:19][CH:18]=3)=[O:16])[CH2:11][CH2:10]2)=[CH:5][C:4]=1[N+:23]([O-])=O.[BH4-].[Na+]. Given the product [NH2:23][C:4]1[CH:5]=[C:6]([N:9]2[CH2:10][CH2:11][N:12]([C:15]([C:17]3[CH:18]=[CH:19][CH:20]=[CH:21][CH:22]=3)=[O:16])[CH2:13][CH2:14]2)[CH:7]=[CH:8][C:3]=1[O:2][CH3:1], predict the reactants needed to synthesize it. (2) Given the product [CH3:16][O:17][C:18]1[CH:33]=[CH:32][CH:31]=[CH:30][C:19]=1[O:20][CH2:21][CH2:22][N:23]1[CH:27]=[CH:26][CH:25]=[C:24]1[CH2:28][NH:1][CH:2]([CH3:15])[CH2:3][N:4]1[C:12]2[N:11]=[CH:10][NH:9][C:8]=2[C:7](=[O:13])[NH:6][C:5]1=[S:14], predict the reactants needed to synthesize it. The reactants are: [NH2:1][CH:2]([CH3:15])[CH2:3][N:4]1[C:12]2[N:11]=[CH:10][NH:9][C:8]=2[C:7](=[O:13])[NH:6][C:5]1=[S:14].[CH3:16][O:17][C:18]1[CH:33]=[CH:32][CH:31]=[CH:30][C:19]=1[O:20][CH2:21][CH2:22][N:23]1[CH:27]=[CH:26][CH:25]=[C:24]1[CH:28]=O.